From a dataset of Catalyst prediction with 721,799 reactions and 888 catalyst types from USPTO. Predict which catalyst facilitates the given reaction. (1) Reactant: [OH-].[Na+].C[Si](C)(C)[C:5]#[C:6][C:7]([O:14][CH2:15][CH3:16])([O:11][CH2:12][CH3:13])[O:8][CH2:9][CH3:10]. Product: [CH2:15]([O:14][C:7]([O:8][CH2:9][CH3:10])([O:11][CH2:12][CH3:13])[C:6]#[CH:5])[CH3:16]. The catalyst class is: 97. (2) Reactant: Cl[CH2:2][C:3]([NH:5][C:6]1[S:7][C:8]2[C:13]([N:14]=1)=[CH:12][CH:11]=[C:10]([O:15][C:16]1[CH:17]=[C:18]([NH:23][C:24](=[O:35])[C:25]3[CH:30]=[CH:29][CH:28]=[C:27]([C:31]([F:34])([F:33])[F:32])[CH:26]=3)[CH:19]=[CH:20][C:21]=1[CH3:22])[N:9]=2)=[O:4].C(N(CC)CC)C.[CH3:43][N:44]1[CH2:49][CH2:48][NH:47][CH2:46][CH2:45]1.C(=O)([O-])O.[Na+]. Product: [CH3:22][C:21]1[CH:20]=[CH:19][C:18]([NH:23][C:24](=[O:35])[C:25]2[CH:30]=[CH:29][CH:28]=[C:27]([C:31]([F:33])([F:32])[F:34])[CH:26]=2)=[CH:17][C:16]=1[O:15][C:10]1[N:9]=[C:8]2[S:7][C:6]([NH:5][C:3](=[O:4])[CH2:2][N:47]3[CH2:48][CH2:49][N:44]([CH3:43])[CH2:45][CH2:46]3)=[N:14][C:13]2=[CH:12][CH:11]=1. The catalyst class is: 7. (3) Reactant: [N:1]1[C:2]([CH2:10][N:11]([CH3:17])[CH2:12][C:13]([O:15][CH3:16])=[O:14])=[CH:3][N:4]2[CH:9]=[CH:8][CH:7]=[CH:6][C:5]=12.[I:18]N1C(=O)CCC1=O.O. Product: [I:18][C:3]1[N:4]2[CH:9]=[CH:8][CH:7]=[CH:6][C:5]2=[N:1][C:2]=1[CH2:10][N:11]([CH3:17])[CH2:12][C:13]([O:15][CH3:16])=[O:14]. The catalyst class is: 10.